Dataset: Forward reaction prediction with 1.9M reactions from USPTO patents (1976-2016). Task: Predict the product of the given reaction. Given the reactants CN(C)/[CH:3]=[CH:4]/[C:5]([C:7]1[CH:12]=[CH:11][C:10]([N:13]2[CH2:18][C@@H:17]3[CH2:19][C@H:14]2[CH2:15][N:16]3[C:20]([O:22][C:23]([CH3:26])([CH3:25])[CH3:24])=[O:21])=[CH:9][C:8]=1[F:27])=O.[NH:29]1[C:37]2[C:32](=[C:33]([C:38]3[C:39]([C:44]4[CH:49]=[CH:48][N:47]=[CH:46][CH:45]=4)=[N:40][NH:41][C:42]=3[NH2:43])[CH:34]=[CH:35][CH:36]=2)[CH:31]=[N:30]1.FC(F)(F)C(O)=O, predict the reaction product. The product is: [F:27][C:8]1[CH:9]=[C:10]([N:13]2[CH2:18][C@@H:17]3[CH2:19][C@H:14]2[CH2:15][N:16]3[C:20]([O:22][C:23]([CH3:24])([CH3:25])[CH3:26])=[O:21])[CH:11]=[CH:12][C:7]=1[C:5]1[N:41]2[N:40]=[C:39]([C:44]3[CH:49]=[CH:48][N:47]=[CH:46][CH:45]=3)[C:38]([C:33]3[CH:34]=[CH:35][CH:36]=[C:37]4[C:32]=3[CH:31]=[N:30][NH:29]4)=[C:42]2[N:43]=[CH:3][CH:4]=1.